From a dataset of Full USPTO retrosynthesis dataset with 1.9M reactions from patents (1976-2016). Predict the reactants needed to synthesize the given product. (1) Given the product [OH:1][C@H:2]1[CH2:19][CH2:18][C@@:17]2([CH3:20])[CH:4]([CH2:5][C:6](=[O:22])[C@@H:7]3[C@@H:16]2[CH2:15][CH2:14][C@@:12]2([CH3:13])[C@H:8]3[CH2:9][CH2:10][C@@H:11]2[OH:21])[CH2:3]1, predict the reactants needed to synthesize it. The reactants are: [OH:1][C@H:2]1[CH2:19][CH2:18][C@@:17]2([CH3:20])[C:4](=[CH:5][C:6](=[O:22])[C@@H:7]3[C@@H:16]2[CH2:15][CH2:14][C@@:12]2([CH3:13])[C@H:8]3[CH2:9][CH2:10][C@@H:11]2[OH:21])[CH2:3]1.C1COC23OCCOC2([C@]2(CC[C@H]4[C@@H](C(=O)CC5[C@]4(C)CCCC5)[C@@H]2C3)C)O1. (2) Given the product [C:1]([OH:8])(=[O:7])[CH2:2][CH2:3][C:4]([OH:6])=[O:5].[CH2:9]([C@@H:16]1[N:21]([CH2:47][CH2:48][O:49][CH2:50][CH2:51][OH:52])[CH2:20][CH2:19][N:18]([C:22]2[C:31]3[CH:30]=[C:29]([CH3:32])[S:28][C:27]=3[C:26](=[O:33])[C:25]3[CH:34]=[CH:35][CH:36]=[CH:37][C:24]=3[N:23]=2)[CH2:17]1)[C:10]1[CH:11]=[CH:12][CH:13]=[CH:14][CH:15]=1, predict the reactants needed to synthesize it. The reactants are: [C:1]([OH:8])(=[O:7])[CH2:2][CH2:3][C:4]([OH:6])=[O:5].[CH2:9]([C@@H:16]1[NH:21][CH2:20][CH2:19][N:18]([C:22]2[C:31]3[CH:30]=[C:29]([CH3:32])[S:28][C:27]=3[C:26](=[O:33])[C:25]3[CH:34]=[CH:35][CH:36]=[CH:37][C:24]=3[N:23]=2)[CH2:17]1)[C:10]1[CH:15]=[CH:14][CH:13]=[CH:12][CH:11]=1.[I-].[K+].C(=O)([O-])[O-].[K+].[K+].Cl[CH2:47][CH2:48][O:49][CH2:50][CH2:51][OH:52]. (3) The reactants are: [CH3:1][O:2][C:3]([C:5]1[C:6]([OH:31])=[C:7]2[C:12](=[CH:13][N:14]=1)[N:11]([CH2:15][C:16]1[CH:21]=[CH:20][CH:19]=[CH:18][CH:17]=1)[C:10](=[O:22])[C:9]([CH2:23][CH2:24][C:25]1[CH:30]=[CH:29][CH:28]=[CH:27][CH:26]=1)=[CH:8]2)=[O:4].[Br:32]N1C(=O)CCC1=O. Given the product [CH3:1][O:2][C:3]([C:5]1[C:6]([OH:31])=[C:7]2[C:12](=[C:13]([Br:32])[N:14]=1)[N:11]([CH2:15][C:16]1[CH:21]=[CH:20][CH:19]=[CH:18][CH:17]=1)[C:10](=[O:22])[C:9]([CH2:23][CH2:24][C:25]1[CH:26]=[CH:27][CH:28]=[CH:29][CH:30]=1)=[CH:8]2)=[O:4], predict the reactants needed to synthesize it. (4) Given the product [NH2:24][CH2:25][C:26]1[CH:31]=[CH:30][C:29]([C:2]2[N:6]3[N:7]=[C:8]([NH:11][CH2:12][CH2:13][O:14][C:15]4[CH:20]=[CH:19][CH:18]=[CH:17][C:16]=4[O:21][CH3:22])[CH:9]=[CH:10][C:5]3=[N:4][CH:3]=2)=[CH:28][CH:27]=1, predict the reactants needed to synthesize it. The reactants are: Br[C:2]1[N:6]2[N:7]=[C:8]([NH:11][CH2:12][CH2:13][O:14][C:15]3[CH:20]=[CH:19][CH:18]=[CH:17][C:16]=3[O:21][CH3:22])[CH:9]=[CH:10][C:5]2=[N:4][CH:3]=1.Cl.[NH2:24][CH2:25][C:26]1[CH:31]=[CH:30][C:29](B(O)O)=[CH:28][CH:27]=1.C([O-])([O-])=O.[K+].[K+]. (5) Given the product [CH2:21]([O:28][C@@H:29]1[C@@H:35]([O:36][CH2:37][C:38]2[CH:39]=[CH:40][CH:41]=[CH:42][CH:43]=2)[C@H:34]([O:44][CH2:45][C:46]2[CH:51]=[CH:50][CH:49]=[CH:48][CH:47]=2)[C@@H:33]([CH2:52][O:53][CH2:54][C:55]2[CH:56]=[CH:57][CH:58]=[CH:59][CH:60]=2)[S:32][C:30]1([C:61]1[CH:66]=[CH:65][CH:64]=[C:63]([CH:67]([C:8]2[CH:13]=[CH:12][C:11]([O:14][CH:15]3[CH2:20][CH2:19][O:18][CH2:17][CH2:16]3)=[CH:10][CH:9]=2)[OH:68])[CH:62]=1)[OH:31])[C:22]1[CH:23]=[CH:24][CH:25]=[CH:26][CH:27]=1, predict the reactants needed to synthesize it. The reactants are: CCCCCC.Br[C:8]1[CH:13]=[CH:12][C:11]([O:14][CH:15]2[CH2:20][CH2:19][O:18][CH2:17][CH2:16]2)=[CH:10][CH:9]=1.[CH2:21]([O:28][C@@H:29]1[C@@H:35]([O:36][CH2:37][C:38]2[CH:43]=[CH:42][CH:41]=[CH:40][CH:39]=2)[C@H:34]([O:44][CH2:45][C:46]2[CH:51]=[CH:50][CH:49]=[CH:48][CH:47]=2)[C@@H:33]([CH2:52][O:53][CH2:54][C:55]2[CH:60]=[CH:59][CH:58]=[CH:57][CH:56]=2)[S:32][C:30]1([C:61]1[CH:66]=[CH:65][CH:64]=[C:63]([CH:67]=[O:68])[CH:62]=1)[OH:31])[C:22]1[CH:27]=[CH:26][CH:25]=[CH:24][CH:23]=1.[Cl-].[NH4+]. (6) Given the product [CH3:1][O:2][C:3]1[CH:4]=[CH:5][C:6]([N+:12]([O-:14])=[O:13])=[C:7]([CH:11]=1)[C:8]([NH2:20])=[O:9], predict the reactants needed to synthesize it. The reactants are: [CH3:1][O:2][C:3]1[CH:4]=[CH:5][C:6]([N+:12]([O-:14])=[O:13])=[C:7]([CH:11]=1)[C:8](O)=[O:9].S(Cl)(Cl)=O.C[N:20](C=O)C. (7) Given the product [Br:1][C:2]1[CH:3]=[CH:4][CH:5]=[C:6]2[C:10]=1[C:9]([CH2:17][C:16]1[CH:20]=[C:21]([O:23][CH3:24])[CH:22]=[C:14]([O:13][CH3:12])[CH:15]=1)([OH:11])[CH2:8][CH2:7]2, predict the reactants needed to synthesize it. The reactants are: [Br:1][C:2]1[CH:3]=[CH:4][CH:5]=[C:6]2[C:10]=1[C:9](=[O:11])[CH2:8][CH2:7]2.[CH3:12][O:13][C:14]1[CH:15]=[C:16]([CH:20]=[C:21]([O:23][CH3:24])[CH:22]=1)[CH2:17][Mg]Br. (8) The reactants are: [Cl:1][C:2]1[CH:7]=[CH:6][CH:5]=[CH:4][C:3]=1[S:8]([NH:11][CH2:12][CH:13]([CH3:15])[CH3:14])(=[O:10])=[O:9].[Br:16][C:17]1[CH:24]=[CH:23][C:20]([CH2:21]Br)=[C:19]([F:25])[CH:18]=1.C(=O)([O-])[O-].[Cs+].[Cs+]. Given the product [Br:16][C:17]1[CH:24]=[CH:23][C:20]([CH2:21][N:11]([CH2:12][CH:13]([CH3:15])[CH3:14])[S:8]([C:3]2[CH:4]=[CH:5][CH:6]=[CH:7][C:2]=2[Cl:1])(=[O:9])=[O:10])=[C:19]([F:25])[CH:18]=1, predict the reactants needed to synthesize it. (9) Given the product [NH2:19][C:18]1[C:13]2[C:12]([C:20]3[CH:21]=[C:22]([OH:26])[CH:23]=[CH:24][CH:25]=3)=[CH:11][N:10]([C@H:8]3[CH2:9][C@@H:6]([CH2:5][N:1]4[CH2:4][CH2:3][CH2:2]4)[CH2:7]3)[C:14]=2[N:15]=[CH:16][N:17]=1, predict the reactants needed to synthesize it. The reactants are: [N:1]1([CH2:5][C@@H:6]2[CH2:9][C@H:8]([N:10]3[C:14]4[N:15]=[CH:16][N:17]=[C:18]([NH2:19])[C:13]=4[C:12]([C:20]4[CH:25]=[CH:24][CH:23]=[C:22]([O:26]CC5C=CC=CC=5)[CH:21]=4)=[CH:11]3)[CH2:7]2)[CH2:4][CH2:3][CH2:2]1. (10) Given the product [CH3:29][O:10][C:9](=[O:11])[C:8](=[N:12][NH:13][C:14]1[S:15][CH:16]=[C:17]([C:19]2[CH:24]=[CH:23][CH:22]=[CH:21][CH:20]=2)[N:18]=1)[CH2:7][C:1]1[CH:2]=[CH:3][CH:4]=[CH:5][CH:6]=1, predict the reactants needed to synthesize it. The reactants are: [C:1]1([CH2:7][C:8](=[N:12][NH:13][C:14]2[S:15][CH:16]=[C:17]([C:19]3[CH:24]=[CH:23][CH:22]=[CH:21][CH:20]=3)[N:18]=2)[C:9]([OH:11])=[O:10])[CH:6]=[CH:5][CH:4]=[CH:3][CH:2]=1.S(Cl)(Cl)=O.[CH3:29]O.